This data is from Full USPTO retrosynthesis dataset with 1.9M reactions from patents (1976-2016). The task is: Predict the reactants needed to synthesize the given product. Given the product [Cl:1][C:2]1[N:7]=[C:6]([C:8]([N:16]([CH3:17])[CH3:15])=[O:9])[CH:5]=[CH:4][C:3]=1[O:11][CH2:12][O:13][CH3:14], predict the reactants needed to synthesize it. The reactants are: [Cl:1][C:2]1[N:7]=[C:6]([C:8](O)=[O:9])[CH:5]=[CH:4][C:3]=1[O:11][CH2:12][O:13][CH3:14].[CH3:15][N:16](C(ON1N=NC2C=CC=CC1=2)=[N+](C)C)[CH3:17].[B-](F)(F)(F)F.CNC.